From a dataset of HIV replication inhibition screening data with 41,000+ compounds from the AIDS Antiviral Screen. Binary Classification. Given a drug SMILES string, predict its activity (active/inactive) in a high-throughput screening assay against a specified biological target. (1) The molecule is Cl.Nc1nc(Cl)c(N)c(NCC2(CO)CC(CCc3ccccc3)C2)n1. The result is 0 (inactive). (2) The molecule is CC=C(CCCCCOCOCCOC)[Si](C)(C)C. The result is 0 (inactive).